Dataset: Full USPTO retrosynthesis dataset with 1.9M reactions from patents (1976-2016). Task: Predict the reactants needed to synthesize the given product. (1) Given the product [Cl:1][C:2]1[CH:3]=[C:4]([CH2:17][N:18]2[C:22]([CH3:23])=[CH:21][C:20]([C:24]([NH:39][CH:35]3[CH2:38][CH2:37][CH2:36]3)=[O:26])=[N:19]2)[C:5]2[O:9][C:8]([C:10]3[CH:15]=[CH:14][CH:13]=[CH:12][CH:11]=3)=[CH:7][C:6]=2[CH:16]=1, predict the reactants needed to synthesize it. The reactants are: [Cl:1][C:2]1[CH:3]=[C:4]([CH2:17][N:18]2[C:22]([CH3:23])=[CH:21][C:20]([C:24]([OH:26])=O)=[N:19]2)[C:5]2[O:9][C:8]([C:10]3[CH:15]=[CH:14][CH:13]=[CH:12][CH:11]=3)=[CH:7][C:6]=2[CH:16]=1.C(N1CCOCC1)C.[CH:35]1([NH2:39])[CH2:38][CH2:37][CH2:36]1.O.ON1C2C=CC=CC=2N=N1.CN(C)CCCN=C=NCC. (2) Given the product [CH2:20]([O:27][C:28]([N:30]1[CH2:35][CH2:34][CH:33]([CH:36]=[CH:3][C:2](=[O:1])[C:12]2[CH:13]=[CH:14][CH:15]=[CH:16][CH:17]=2)[CH2:32][CH2:31]1)=[O:29])[C:21]1[CH:22]=[CH:23][CH:24]=[CH:25][CH:26]=1, predict the reactants needed to synthesize it. The reactants are: [O:1]=[C:2]([C:12]1[CH:17]=[CH:16][CH:15]=[CH:14][CH:13]=1)[CH2:3]P(=O)(OCC)OCC.[H-].[Na+].[CH2:20]([O:27][C:28]([N:30]1[CH2:35][CH2:34][CH:33]([CH:36]=O)[CH2:32][CH2:31]1)=[O:29])[C:21]1[CH:26]=[CH:25][CH:24]=[CH:23][CH:22]=1. (3) Given the product [CH3:1][C:2]1[CH:3]=[CH:4][C:5]([C:9]([C:11]2[C:20](=[O:21])[C:19]3[C:14](=[CH:15][CH:16]=[CH:17][CH:18]=3)[N:13]([CH2:25][C:26]3[CH:31]=[CH:30][CH:29]=[C:28]([CH3:32])[N:27]=3)[CH:12]=2)=[O:10])=[N:6][C:7]=1[CH3:8], predict the reactants needed to synthesize it. The reactants are: [CH3:1][C:2]1[CH:3]=[CH:4][C:5]([C:9]([C:11]2[C:20](=[O:21])[C:19]3[C:14](=[CH:15][CH:16]=[CH:17][CH:18]=3)[NH:13][CH:12]=2)=[O:10])=[N:6][C:7]=1[CH3:8].[H-].[Na+].Br[CH2:25][C:26]1[CH:31]=[CH:30][CH:29]=[C:28]([CH3:32])[N:27]=1. (4) Given the product [C:25]1([C:23]([N:20]2[CH2:21][CH2:22][N:17]([CH:15]3[CH2:16][N:13]([C:11]([C:8]4[CH:7]=[CH:6][C:5]([OH:4])=[CH:10][CH:9]=4)=[O:12])[CH2:14]3)[CH2:18][CH2:19]2)=[O:24])[CH:30]=[CH:29][CH:28]=[CH:27][CH:26]=1, predict the reactants needed to synthesize it. The reactants are: C([O:4][C:5]1[CH:10]=[CH:9][C:8]([C:11]([N:13]2[CH2:16][CH:15]([N:17]3[CH2:22][CH2:21][N:20]([C:23]([C:25]4[CH:30]=[CH:29][CH:28]=[CH:27][CH:26]=4)=[O:24])[CH2:19][CH2:18]3)[CH2:14]2)=[O:12])=[CH:7][CH:6]=1)(=O)C.[Li+].[OH-].Cl. (5) Given the product [Cl:53][C:47]1[CH:48]=[C:49]([Cl:52])[CH:50]=[CH:51][C:46]=1[CH2:45][O:43][C:40]1[CH:41]=[CH:42][C:37]([CH2:36][S:15][C:12]2[CH:13]=[CH:14][C:6]([O:5][CH2:4][C:3]([OH:2])=[O:16])=[C:7]3[C:11]=2[CH2:10][CH2:9][CH2:8]3)=[CH:38][CH:39]=1, predict the reactants needed to synthesize it. The reactants are: C[O:2][C:3](=[O:16])[CH2:4][O:5][C:6]1[CH:14]=[CH:13][C:12]([SH:15])=[C:11]2[C:7]=1[CH2:8][CH2:9][CH2:10]2.ClCC1(Cl)C=CC(OCC2C=CC=CC=2)=C(Cl)C1.O[CH2:36][C:37]1[CH:42]=[CH:41][C:40]([OH:43])=[CH:39][CH:38]=1.Cl[CH2:45][C:46]1[CH:51]=[CH:50][C:49]([Cl:52])=[CH:48][C:47]=1[Cl:53].ClCC1(C(F)(F)F)C=CC(OCC2C=CC=CC=2)=CC1.